Dataset: Full USPTO retrosynthesis dataset with 1.9M reactions from patents (1976-2016). Task: Predict the reactants needed to synthesize the given product. (1) Given the product [ClH:2].[Cl:2][C:3]1[CH:4]=[C:5]2[C:9](=[CH:10][CH:11]=1)[NH:8][C:7]([C:12]([NH:14][C@@H:15]1[CH2:20][CH2:19][CH2:18][CH2:17][C@@H:16]1[NH:21][C:22]([C:24]1[S:32][C:31]3[CH2:30][CH2:29][N:28]([CH3:35])[CH2:27][C:26]=3[CH:25]=1)=[O:23])=[O:13])=[CH:6]2, predict the reactants needed to synthesize it. The reactants are: Cl.[Cl:2][C:3]1[CH:4]=[C:5]2[C:9](=[CH:10][CH:11]=1)[NH:8][C:7]([C:12]([NH:14][C@@H:15]1[CH2:20][CH2:19][CH2:18][CH2:17][C@@H:16]1[NH:21][C:22]([C:24]1[S:32][C:31]3[CH2:30][CH2:29][NH:28][CH2:27][C:26]=3[CH:25]=1)=[O:23])=[O:13])=[CH:6]2.C=O.[C:35](O[BH-](OC(=O)C)OC(=O)C)(=O)C.[Na+].[OH-].[Na+]. (2) Given the product [C:1]([C:3]1[CH:8]=[CH:7][C:6]([CH:9]2[CH2:14][CH2:13][N:12]([C:15]([C:17]3[CH:18]=[CH:19][C:20]([CH3:47])=[C:21]([NH:23][S:24]([C:27]4[CH:46]=[CH:45][CH:44]=[CH:43][C:28]=4[C:29]([NH2:31])=[O:30])(=[O:26])=[O:25])[CH:22]=3)=[O:16])[CH2:11][CH2:10]2)=[CH:5][CH:4]=1)#[N:2], predict the reactants needed to synthesize it. The reactants are: [C:1]([C:3]1[CH:8]=[CH:7][C:6]([CH:9]2[CH2:14][CH2:13][N:12]([C:15]([C:17]3[CH:18]=[CH:19][C:20]([CH3:47])=[C:21]([NH:23][S:24]([C:27]4[CH:46]=[CH:45][CH:44]=[CH:43][C:28]=4[C:29]([NH:31]CC4C=CC(OC)=CC=4OC)=[O:30])(=[O:26])=[O:25])[CH:22]=3)=[O:16])[CH2:11][CH2:10]2)=[CH:5][CH:4]=1)#[N:2].C1(SC)C=CC=CC=1.FC(F)(F)C(O)=O.CCOC(C)=O. (3) Given the product [C:23]1([CH2:22][CH2:21][N:7]([CH:1]2[CH2:2][CH2:3][CH2:4][CH2:5][CH2:6]2)[C:8](=[O:20])[NH:9][C:10]2[S:11][C:12]([S:15][CH2:16][C:17]([OH:19])=[O:18])=[CH:13][N:14]=2)[CH2:28][CH2:27][CH2:26][CH2:25][CH:24]=1, predict the reactants needed to synthesize it. The reactants are: [CH:1]1([N:7]([CH2:21][CH2:22][C:23]2[CH:28]=[CH:27][CH:26]=[CH:25][CH:24]=2)[C:8](=[O:20])[NH:9][C:10]2[S:11][C:12]([S:15][CH2:16][C:17]([OH:19])=[O:18])=[CH:13][N:14]=2)[CH2:6][CH2:5][CH2:4][CH2:3][CH2:2]1.C1(CCN)CCCCC=1.C1(=O)CCCCC1. (4) The reactants are: Br[C:2]1[CH:3]=[CH:4][C:5]([O:8][CH3:9])=[N:6][CH:7]=1.C([Li])CCC.[O:15]=[C:16]1[CH2:21][CH2:20][N:19]([C:22]([O:24][C:25]([CH3:28])([CH3:27])[CH3:26])=[O:23])[CH2:18][CH2:17]1.O. Given the product [OH:15][C:16]1([C:2]2[CH:7]=[N:6][C:5]([O:8][CH3:9])=[CH:4][CH:3]=2)[CH2:17][CH2:18][N:19]([C:22]([O:24][C:25]([CH3:28])([CH3:27])[CH3:26])=[O:23])[CH2:20][CH2:21]1, predict the reactants needed to synthesize it. (5) Given the product [N:1]1[CH:6]=[CH:5][CH:4]=[C:3]([C:7]2[O:11][N:10]=[C:9]([CH2:12][NH2:13])[CH:8]=2)[CH:2]=1, predict the reactants needed to synthesize it. The reactants are: [N:1]1[CH:6]=[CH:5][CH:4]=[C:3]([C:7]2[O:11][N:10]=[C:9]([CH2:12][N:13]3C(=O)C4C(=CC=CC=4)C3=O)[CH:8]=2)[CH:2]=1.O.NN.